Dataset: Forward reaction prediction with 1.9M reactions from USPTO patents (1976-2016). Task: Predict the product of the given reaction. The product is: [CH2:1]([N:8]1[CH2:9][CH2:10][C:11]2([N:15]=[C:14]([C:16]3[CH:21]=[CH:20][C:19]([Br:22])=[CH:18][CH:17]=3)[N:13]([CH2:23][C@@H:24]3[CH2:28][CH2:27][N:26]([C:42]([CH:39]4[CH2:41][CH2:40]4)=[O:43])[CH2:25]3)[C:12]2=[O:29])[CH2:30][CH2:31]1)[C:2]1[CH:3]=[CH:4][CH:5]=[CH:6][CH:7]=1. Given the reactants [CH2:1]([N:8]1[CH2:31][CH2:30][C:11]2([N:15]=[C:14]([C:16]3[CH:21]=[CH:20][C:19]([Br:22])=[CH:18][CH:17]=3)[N:13]([CH2:23][C@@H:24]3[CH2:28][CH2:27][NH:26][CH2:25]3)[C:12]2=[O:29])[CH2:10][CH2:9]1)[C:2]1[CH:7]=[CH:6][CH:5]=[CH:4][CH:3]=1.C(N(CC)CC)C.[CH:39]1([C:42](Cl)=[O:43])[CH2:41][CH2:40]1.CO, predict the reaction product.